This data is from Forward reaction prediction with 1.9M reactions from USPTO patents (1976-2016). The task is: Predict the product of the given reaction. (1) Given the reactants [F:1][C:2]([F:39])([F:38])[C:3]1[CH:4]=[C:5]([CH:31]=[C:32]([C:34]([F:37])([F:36])[F:35])[CH:33]=1)[CH2:6][N:7]([CH2:14][C:15]1[C:16]([N:22]([CH2:25][CH:26]2[CH2:30][CH2:29][CH2:28][CH2:27]2)[CH2:23][CH3:24])=[N:17][CH:18]=[C:19](Br)[CH:20]=1)[C:8]1[N:9]=[N:10][N:11]([CH3:13])[N:12]=1.C(=O)([O-])[O-].[Cs+].[Cs+].[NH:46]1[CH2:50][CH2:49][CH2:48][C:47]1=[O:51], predict the reaction product. The product is: [F:1][C:2]([F:39])([F:38])[C:3]1[CH:4]=[C:5]([CH:31]=[C:32]([C:34]([F:37])([F:36])[F:35])[CH:33]=1)[CH2:6][N:7]([CH2:14][C:15]1[CH:20]=[C:19]([N:46]2[CH2:50][CH2:49][CH2:48][C:47]2=[O:51])[CH:18]=[N:17][C:16]=1[N:22]([CH2:25][CH:26]1[CH2:30][CH2:29][CH2:28][CH2:27]1)[CH2:23][CH3:24])[C:8]1[N:9]=[N:10][N:11]([CH3:13])[N:12]=1. (2) Given the reactants [Cl:1][C:2]1[CH:7]=[CH:6][C:5]([N:8]2[CH2:13][CH2:12][N:11]([C:14](=[O:27])[CH2:15][N:16]3[C:20]4=[N:21][CH:22]=[C:23]([Cl:25])[CH:24]=[C:19]4[C:18](I)=[N:17]3)[CH2:10][CH2:9]2)=[CH:4][C:3]=1[O:28][CH3:29].C([Mg]Cl)(C)C.[Cl-].[NH4+], predict the reaction product. The product is: [Cl:1][C:2]1[CH:7]=[CH:6][C:5]([N:8]2[CH2:9][CH2:10][N:11]([C:14](=[O:27])[CH2:15][N:16]3[C:20]4=[N:21][CH:22]=[C:23]([Cl:25])[CH:24]=[C:19]4[CH:18]=[N:17]3)[CH2:12][CH2:13]2)=[CH:4][C:3]=1[O:28][CH3:29]. (3) Given the reactants [CH:1]1([N:5]2[CH2:10][CH2:9][CH:8]([CH2:11][CH:12]3[CH2:17][CH2:16][N:15]([C:18]4[N:19]=[CH:20][C:21]([C:24]([O:26]C)=[O:25])=[N:22][CH:23]=4)[CH2:14][CH2:13]3)[CH2:7][CH2:6]2)[CH2:4][CH2:3][CH2:2]1.[ClH:28], predict the reaction product. The product is: [ClH:28].[CH:1]1([N:5]2[CH2:6][CH2:7][CH:8]([CH2:11][CH:12]3[CH2:13][CH2:14][N:15]([C:18]4[N:19]=[CH:20][C:21]([C:24]([OH:26])=[O:25])=[N:22][CH:23]=4)[CH2:16][CH2:17]3)[CH2:9][CH2:10]2)[CH2:2][CH2:3][CH2:4]1. (4) Given the reactants [C:1]([O:5][C:6]([N:8]1[CH2:15][CH2:14][C:11]2([CH2:13][CH2:12]2)[CH2:10][CH:9]1[C:16]([O-:18])=[O:17])=[O:7])([CH3:4])([CH3:3])[CH3:2].C([NH2+]C(C1C=CC=CC=1)C)C1C=CC=CC=1.Cl.[Na+].[Cl-], predict the reaction product. The product is: [C:1]([O:5][C:6]([N:8]1[CH2:15][CH2:14][C:11]2([CH2:12][CH2:13]2)[CH2:10][CH:9]1[C:16]([OH:18])=[O:17])=[O:7])([CH3:4])([CH3:2])[CH3:3]. (5) Given the reactants [C:1]([O:4][CH2:5][C:6]1[N:7]=[CH:8][S:9][C:10]=1/[CH:11]=[CH:12]\[S:13][C:14]1[C@H:15]([CH3:28])[C@@H:16]2[C@@H:23]([C@H:24]([OH:26])[CH3:25])[C:22](=[O:27])[N:17]2[C:18]=1[C:19]([O-:21])=[O:20])(=[O:3])[CH3:2].[Na+].[CH:30]1([O:36][C:37]([O:39][CH:40](I)[CH3:41])=[O:38])[CH2:35][CH2:34][CH2:33][CH2:32][CH2:31]1, predict the reaction product. The product is: [C:1]([O:4][CH2:5][C:6]1[N:7]=[CH:8][S:9][C:10]=1/[CH:11]=[CH:12]\[S:13][C:14]1[C@H:15]([CH3:28])[C@@H:16]2[C@@H:23]([C@H:24]([OH:26])[CH3:25])[C:22](=[O:27])[N:17]2[C:18]=1[C:19]([O:21][CH:40]([O:39][C:37]([O:36][CH:30]1[CH2:35][CH2:34][CH2:33][CH2:32][CH2:31]1)=[O:38])[CH3:41])=[O:20])(=[O:3])[CH3:2]. (6) Given the reactants [Cl:1][C:2]1[N:7]=[N:6][C:5]([N:8]2[CH2:13][CH2:12][NH:11][C@@H:10]([CH3:14])[CH2:9]2)=[C:4]2[CH:15]=[N:16][CH:17]=[CH:18][C:3]=12.[C:19](Cl)(=[O:26])[C:20]1[CH:25]=[CH:24][CH:23]=[CH:22][CH:21]=1.C(N(CC)CC)C.C(=O)(O)[O-].[Na+].[OH-].[Na+], predict the reaction product. The product is: [Cl:1][C:2]1[N:7]=[N:6][C:5]([N:8]2[CH2:13][CH2:12][N:11]([C:19]([C:20]3[CH:25]=[CH:24][CH:23]=[CH:22][CH:21]=3)=[O:26])[C@@H:10]([CH3:14])[CH2:9]2)=[C:4]2[CH:15]=[N:16][CH:17]=[CH:18][C:3]=12. (7) The product is: [C:1]1([C:7]2[C:11]([C:12]3[CH:13]=[CH:14][CH:15]=[CH:16][CH:17]=3)=[C:10]([C:18]([OH:20])=[O:19])[NH:9][N:8]=2)[CH:2]=[CH:3][CH:4]=[CH:5][CH:6]=1. Given the reactants [C:1]1([C:7]2[C:11]([C:12]3[CH:17]=[CH:16][CH:15]=[CH:14][CH:13]=3)=[C:10]([C:18]([O:20]CC)=[O:19])[NH:9][N:8]=2)[CH:6]=[CH:5][CH:4]=[CH:3][CH:2]=1.[OH-].[Li+], predict the reaction product.